Dataset: NCI-60 drug combinations with 297,098 pairs across 59 cell lines. Task: Regression. Given two drug SMILES strings and cell line genomic features, predict the synergy score measuring deviation from expected non-interaction effect. (1) Drug 1: C1=CC=C(C(=C1)C(C2=CC=C(C=C2)Cl)C(Cl)Cl)Cl. Drug 2: C1=NC2=C(N=C(N=C2N1C3C(C(C(O3)CO)O)F)Cl)N. Cell line: A498. Synergy scores: CSS=2.82, Synergy_ZIP=-1.28, Synergy_Bliss=-1.36, Synergy_Loewe=0, Synergy_HSA=-1.05. (2) Drug 1: C1=CC(=CC=C1CCC2=CNC3=C2C(=O)NC(=N3)N)C(=O)NC(CCC(=O)O)C(=O)O. Drug 2: CC1C(C(CC(O1)OC2CC(OC(C2O)C)OC3=CC4=CC5=C(C(=O)C(C(C5)C(C(=O)C(C(C)O)O)OC)OC6CC(C(C(O6)C)O)OC7CC(C(C(O7)C)O)OC8CC(C(C(O8)C)O)(C)O)C(=C4C(=C3C)O)O)O)O. Cell line: IGROV1. Synergy scores: CSS=22.2, Synergy_ZIP=-1.29, Synergy_Bliss=1.69, Synergy_Loewe=1.26, Synergy_HSA=2.41.